From a dataset of Reaction yield outcomes from USPTO patents with 853,638 reactions. Predict the reaction yield, written as a fraction of the theoretical maximum amount of product (1.0 means a 100% yield; for example, 0.34 means a 34% yield). (1) The reactants are [Cl:1][C:2]1[N:7]=[C:6]([C:8]2[NH:9][C:10]3[C:15]([CH:16]=2)=[C:14]([F:17])[CH:13]=[CH:12][CH:11]=3)[C:5]([NH2:18])=[CH:4][CH:3]=1.[Cl:19][CH2:20][C:21](OC)(OC)OC.Cl. The catalyst is O1CCOCC1. The product is [Cl:1][C:2]1[CH:3]=[CH:4][C:5]2[N:18]=[C:21]([CH2:20][Cl:19])[N:9]3[C:10]4[CH:11]=[CH:12][CH:13]=[C:14]([F:17])[C:15]=4[CH:16]=[C:8]3[C:6]=2[N:7]=1. The yield is 0.810. (2) The reactants are [O:1]1CCC[CH2:2]1.Br[C:7]1[CH:21]=[CH:20][C:10]([CH2:11][O:12][C:13]2[C:18]([F:19])=[CH:17][CH:16]=[CH:15][N:14]=2)=[CH:9][CH:8]=1.C([Li])CCC.CN(C)C=O. The catalyst is O. The product is [F:19][C:18]1[C:13]([O:12][CH2:11][C:10]2[CH:20]=[CH:21][C:7]([CH:2]=[O:1])=[CH:8][CH:9]=2)=[N:14][CH:15]=[CH:16][CH:17]=1. The yield is 0.530. (3) The reactants are [OH:1][C:2]1[C:7]([C:8]([O:10][CH2:11][CH3:12])=[O:9])=[C:6]([CH3:13])[C:5]([O:14][S:15]([CH3:18])(=[O:17])=[O:16])=[CH:4][CH:3]=1.[Br:19]N1C(=O)CCC1=O. The catalyst is C(#N)C. The product is [Br:19][C:3]1[C:2]([OH:1])=[C:7]([C:6]([CH3:13])=[C:5]([O:14][S:15]([CH3:18])(=[O:17])=[O:16])[CH:4]=1)[C:8]([O:10][CH2:11][CH3:12])=[O:9]. The yield is 0.790. (4) The reactants are [CH3:1][O:2][C:3]([C:5]1[CH:10]=[CH:9][C:8]([C:11]2[C:12]([CH3:49])([CH3:48])[C@H:13]3[C@:26]([CH3:29])([CH2:27][CH:28]=2)[C@@H:25]2[C@:16]([CH3:47])([C@@:17]4([CH3:46])[C@H:22]([CH2:23][CH2:24]2)[C@H:21]2[C@H:30]([C:33]([CH3:35])=[CH2:34])[CH2:31][CH2:32][C@:20]2([C:36]([O:38][Si](C(C)(C)C)(C)C)=[O:37])[CH2:19][CH2:18]4)[CH2:15][CH2:14]3)=[CH:7][CH:6]=1)=[O:4].CCCC[N+](CCCC)(CCCC)CCCC.[F-]. The catalyst is O1CCOCC1.Cl.O. The product is [CH3:1][O:2][C:3]([C:5]1[CH:10]=[CH:9][C:8]([C:11]2[C:12]([CH3:49])([CH3:48])[C@H:13]3[C@:26]([CH3:29])([CH2:27][CH:28]=2)[C@@H:25]2[C@:16]([CH3:47])([C@@:17]4([CH3:46])[C@H:22]([CH2:23][CH2:24]2)[C@H:21]2[C@H:30]([C:33]([CH3:35])=[CH2:34])[CH2:31][CH2:32][C@:20]2([C:36]([OH:38])=[O:37])[CH2:19][CH2:18]4)[CH2:15][CH2:14]3)=[CH:7][CH:6]=1)=[O:4]. The yield is 0.990. (5) The reactants are [Cl:1][C:2]1[N:7]=[C:6](Cl)[C:5]([F:9])=[CH:4][N:3]=1.N#N.[CH2:12]1[CH2:22][O:21][C:20]2[CH:19]=[CH:18][C:16]([NH2:17])=[CH:15][C:14]=2[O:13]1.Cl. The catalyst is O.CO. The product is [Cl:1][C:2]1[N:7]=[C:6]([NH:17][C:16]2[CH:18]=[CH:19][C:20]3[O:21][CH2:22][CH2:12][O:13][C:14]=3[CH:15]=2)[C:5]([F:9])=[CH:4][N:3]=1. The yield is 0.780. (6) The reactants are [OH:1][C:2]1[CH:31]=[CH:30][C:5]2[C:6](=[O:29])/[C:7](=[CH:9]/[C:10]3[C:18]4[C:13](=[CH:14][CH:15]=[CH:16][CH:17]=4)[N:12]([S:19]([C:22]4[CH:28]=[CH:27][C:25]([CH3:26])=[CH:24][CH:23]=4)(=[O:21])=[O:20])[CH:11]=3)/[O:8][C:4]=2[C:3]=1[CH2:32][N:33]1[CH2:38][CH2:37][N:36](C(OC(C)(C)C)=O)[CH2:35][CH2:34]1.FC(F)(F)C(O)=O.C(Cl)[Cl:54]. No catalyst specified. The product is [ClH:54].[ClH:54].[OH:1][C:2]1[CH:31]=[CH:30][C:5]2[C:6](=[O:29])/[C:7](=[CH:9]/[C:10]3[C:18]4[C:13](=[CH:14][CH:15]=[CH:16][CH:17]=4)[N:12]([S:19]([C:22]4[CH:23]=[CH:24][C:25]([CH3:26])=[CH:27][CH:28]=4)(=[O:20])=[O:21])[CH:11]=3)/[O:8][C:4]=2[C:3]=1[CH2:32][N:33]1[CH2:38][CH2:37][NH:36][CH2:35][CH2:34]1. The yield is 0.890. (7) The reactants are [NH2:1][C:2]1[S:6][N:5]=[C:4]([CH3:7])[C:3]=1[C:8]([NH2:10])=[O:9].[C:11]1([CH3:21])[CH:16]=CC(S(O)(=O)=O)=[CH:13][CH:12]=1.C(=O)CC(C)C.S(=O)(O)[O-].[Na+]. The catalyst is C1(C)C=CC=CC=1.CN(C=O)C. The product is [CH2:12]([C:13]1[NH:10][C:8](=[O:9])[C:3]2[C:4]([CH3:7])=[N:5][S:6][C:2]=2[N:1]=1)[CH:11]([CH3:21])[CH3:16]. The yield is 0.890. (8) The reactants are [Cl:1][C:2]1[CH:7]=[CH:6][C:5](/[CH:8]=[CH:9]/[C:10](OCC)=[O:11])=[CH:4][C:3]=1[F:15].[H-].C([Al+]CC(C)C)C(C)C. The catalyst is C1(C)C=CC=CC=1. The product is [Cl:1][C:2]1[CH:7]=[CH:6][C:5](/[CH:8]=[CH:9]/[CH2:10][OH:11])=[CH:4][C:3]=1[F:15]. The yield is 0.937. (9) The reactants are [C:1]([C:4]1[C:14]([OH:15])=[CH:13][C:12]2[CH:11]3[CH2:16][CH:7]([CH2:8][N:9]([C:17](=[O:22])[C:18]([F:21])([F:20])[F:19])[CH2:10]3)[C:6]=2[CH:5]=1)(=O)[CH3:2].Cl.[NH2:24][OH:25].C([O-])(=O)C.[Na+]. The catalyst is CO.O. The product is [F:20][C:18]([F:21])([F:19])[C:17]([N:9]1[CH2:10][CH:11]2[CH2:16][CH:7]([C:6]3[CH:5]=[C:4]([C:1](=[N:24][OH:25])[CH3:2])[C:14]([OH:15])=[CH:13][C:12]=32)[CH2:8]1)=[O:22]. The yield is 0.930. (10) No catalyst specified. The product is [C:29]1([CH:7]([C:1]2[CH:2]=[CH:3][CH:4]=[CH:5][CH:6]=2)[N:8]2[C:16]3[C:11](=[N:12][CH:13]=[CH:14][CH:15]=3)[C:10]3([C:17]4[C:26](=[CH:25][C:20]5[O:21][CH2:22][CH2:23][O:24][C:19]=5[CH:18]=4)[O:27][CH2:35]3)[C:9]2=[O:28])[CH:30]=[CH:31][CH:32]=[CH:33][CH:34]=1. The yield is 0.840. The reactants are [C:1]1([CH:7]([C:29]2[CH:34]=[CH:33][CH:32]=[CH:31][CH:30]=2)[N:8]2[C:16]3[C:11](=[N:12][CH:13]=[CH:14][CH:15]=3)[CH:10]([C:17]3[C:26]([OH:27])=[CH:25][C:20]4[O:21][CH2:22][CH2:23][O:24][C:19]=4[CH:18]=3)[C:9]2=[O:28])[CH:6]=[CH:5][CH:4]=[CH:3][CH:2]=1.[C:35]1(C(C2C=CC=CC=2)N2C3=NC=CC=C3C(C3C(O)=CC4OCCOC=4C=3)C2=O)C=CC=CC=1.